Predict the product of the given reaction. From a dataset of Forward reaction prediction with 1.9M reactions from USPTO patents (1976-2016). (1) Given the reactants [CH3:1][C:2]1[CH:21]=[CH:20][CH:19]=[C:18]([CH3:22])[C:3]=1[CH2:4][S:5]([C:8]1[CH:9]=[C:10]2[C:14](=[CH:15][CH:16]=1)[NH:13][C:12](=[O:17])[CH2:11]2)(=[O:7])=[O:6].[CH:23]([C:25]1[NH:29][C:28]([CH3:30])=[C:27]([C:31]([OH:33])=[O:32])[C:26]=1[CH3:34])=O, predict the reaction product. The product is: [CH3:22][C:18]1[CH:19]=[CH:20][CH:21]=[C:2]([CH3:1])[C:3]=1[CH2:4][S:5]([C:8]1[CH:9]=[C:10]2[C:14](=[CH:15][CH:16]=1)[NH:13][C:12](=[O:17])/[C:11]/2=[CH:23]\[C:25]1[NH:29][C:28]([CH3:30])=[C:27]([C:31]([OH:33])=[O:32])[C:26]=1[CH3:34])(=[O:7])=[O:6]. (2) Given the reactants [NH2:1][C:2]1[N:7]=[C:6]([C:8]2[CH:15]=[CH:14][C:11]([C:12]#[N:13])=[C:10](F)[CH:9]=2)[CH:5]=[C:4]([C:17]2C=C[CH:20]=[CH:19][C:18]=2OC)[N:3]=1.O.[NH2:26][NH2:27].O1[CH2:33][CH2:32][O:31][CH2:30]C1, predict the reaction product. The product is: [NH2:1][C:2]1[N:7]=[C:6]([C:8]2[CH:9]=[C:10]3[C:11]([C:12]([NH2:13])=[N:26][NH:27]3)=[CH:14][CH:15]=2)[CH:5]=[C:4]([C:17]2[CH:18]=[CH:19][CH:20]=[CH:33][C:32]=2[O:31][CH3:30])[N:3]=1. (3) Given the reactants [CH2:1]([N:3]1[CH2:8][CH2:7][N:6]([C:9]2[C:18]3[C:13](=[CH:14][CH:15]=[CH:16][CH:17]=3)[CH:12]=[C:11]([C:19]3[CH:24]=[CH:23][C:22](O)=[CH:21][CH:20]=3)[N:10]=2)[CH2:5][CH2:4]1)[CH3:2].[CH2:26]([N:28]=[C:29]=[O:30])[CH3:27], predict the reaction product. The product is: [CH2:1]([N:3]1[CH2:4][CH2:5][N:6]([C:9]2[C:18]3[C:13](=[CH:14][CH:15]=[CH:16][CH:17]=3)[CH:12]=[C:11]([C:19]3[CH:24]=[CH:23][C:22]([C:29](=[O:30])[NH:28][CH2:26][CH3:27])=[CH:21][CH:20]=3)[N:10]=2)[CH2:7][CH2:8]1)[CH3:2]. (4) Given the reactants Br[C:2]1[CH:14]=[CH:13][C:5]([C:6]([O:8][C:9]([CH3:12])([CH3:11])[CH3:10])=[O:7])=[CH:4][CH:3]=1.[O-]P([O-])([O-])=O.[K+].[K+].[K+].[C:23]([O:30][CH3:31])(=[O:29])[CH2:24][C:25]([O:27][CH3:28])=[O:26].P(C(C)(C)C)(C(C)(C)C)C(C)(C)C, predict the reaction product. The product is: [C:9]([O:8][C:6]([C:5]1[CH:13]=[CH:14][C:2]([CH:24]([C:23]([O:30][CH3:31])=[O:29])[C:25]([O:27][CH3:28])=[O:26])=[CH:3][CH:4]=1)=[O:7])([CH3:12])([CH3:11])[CH3:10]. (5) Given the reactants [CH2:1]([C:3]1[CH:8]=[CH:7][C:6]([CH:9]2[CH2:14][N:13]([C:15]([N:17]3[CH2:22][CH2:21][O:20][CH2:19][CH2:18]3)=[O:16])[CH2:12][CH:11]([C:23]([OH:25])=O)[CH2:10]2)=[CH:5][CH:4]=1)[CH3:2].[Cl:26][C:27]1[CH:32]=[C:31]([F:33])[CH:30]=[CH:29][C:28]=1[CH2:34][C:35](=[NH:38])[NH:36]O, predict the reaction product. The product is: [Cl:26][C:27]1[CH:32]=[C:31]([F:33])[CH:30]=[CH:29][C:28]=1[CH2:34][C:35]1[N:36]=[C:23]([CH:11]2[CH2:10][CH:9]([C:6]3[CH:7]=[CH:8][C:3]([CH2:1][CH3:2])=[CH:4][CH:5]=3)[CH2:14][N:13]([C:15]([N:17]3[CH2:22][CH2:21][O:20][CH2:19][CH2:18]3)=[O:16])[CH2:12]2)[O:25][N:38]=1. (6) Given the reactants [F:1][C:2]1[C:7]([O:8][CH3:9])=[CH:6][C:5]([O:10][CH3:11])=[C:4]([F:12])[C:3]=1[CH2:13][OH:14].[CH3:15][S:16](Cl)(=[O:18])=[O:17], predict the reaction product. The product is: [CH3:15][S:16]([O:14][CH2:13][C:3]1[C:2]([F:1])=[C:7]([O:8][CH3:9])[CH:6]=[C:5]([O:10][CH3:11])[C:4]=1[F:12])(=[O:18])=[O:17]. (7) The product is: [Cl:15][C:13]1[CH:12]=[CH:11][C:9]2[O:10][C:3]3[C:2]([N:20]4[CH2:21][CH:22]5[N:17]([CH3:16])[CH:18]([CH2:24][CH2:23]5)[CH2:19]4)=[N:7][CH:6]=[N:5][C:4]=3[C:8]=2[CH:14]=1. Given the reactants Cl[C:2]1[C:3]2[O:10][C:9]3[CH:11]=[CH:12][C:13]([Cl:15])=[CH:14][C:8]=3[C:4]=2[N:5]=[CH:6][N:7]=1.[CH3:16][N:17]1[CH:22]2[CH2:23][CH2:24][CH:18]1[CH2:19][NH:20][CH2:21]2, predict the reaction product. (8) Given the reactants [Cl:1][C:2]1[C:3]([I:12])=[CH:4][C:5]([N+:9]([O-])=O)=[C:6]([CH:8]=1)[NH2:7].[Cl-].[NH4+], predict the reaction product. The product is: [Cl:1][C:2]1[CH:8]=[C:6]([NH2:7])[C:5]([NH2:9])=[CH:4][C:3]=1[I:12].